From a dataset of Retrosynthesis with 50K atom-mapped reactions and 10 reaction types from USPTO. Predict the reactants needed to synthesize the given product. (1) Given the product COc1ccc(-c2nc(CN)sc2-c2ccc(OC)cc2)cc1, predict the reactants needed to synthesize it. The reactants are: COc1ccc(-c2nc(CNC(C)=O)sc2-c2ccc(OC)cc2)cc1. (2) The reactants are: C#Cc1cccc(N)c1.CC(C)(C)OC(=O)OC(=O)OC(C)(C)C. Given the product C#Cc1cccc(NC(=O)OC(C)(C)C)c1, predict the reactants needed to synthesize it. (3) Given the product COC(=O)C#CC1CC1, predict the reactants needed to synthesize it. The reactants are: C#CC1CC1.COC(=O)Cl.